From a dataset of Full USPTO retrosynthesis dataset with 1.9M reactions from patents (1976-2016). Predict the reactants needed to synthesize the given product. (1) Given the product [CH3:1][S:2]([O:11][CH:9]([CH3:10])[CH2:8][O:7][CH3:6])(=[O:4])=[O:3], predict the reactants needed to synthesize it. The reactants are: [CH3:1][S:2](Cl)(=[O:4])=[O:3].[CH3:6][O:7][CH2:8][CH:9]([OH:11])[CH3:10].C(N(CC)CC)C. (2) Given the product [CH3:16][C:15](=[CH2:14])[CH2:17][O:1][C:2]1[CH:3]=[CH:4][C:5]([C:6]([OH:8])=[O:7])=[CH:11][CH:12]=1, predict the reactants needed to synthesize it. The reactants are: [OH:1][C:2]1[CH:12]=[CH:11][C:5]([C:6]([O:8]CC)=[O:7])=[CH:4][CH:3]=1.Br[CH2:14][C:15]([CH3:17])=[CH2:16].C(=O)([O-])[O-].[K+].[K+]. (3) Given the product [F:13][C:14]1[CH:22]=[C:21]([F:23])[CH:20]=[CH:19][C:15]=1[C:16]([N:10]=[C:8]1[N:7]([CH:25]([CH2:30][CH3:31])[C:26]([OH:28])=[O:27])[C:6]2[CH:11]=[C:2]([F:1])[C:3]([F:12])=[CH:4][C:5]=2[S:9]1)=[O:17], predict the reactants needed to synthesize it. The reactants are: [F:1][C:2]1[C:3]([F:12])=[CH:4][C:5]2[S:9][C:8]([NH2:10])=[N:7][C:6]=2[CH:11]=1.[F:13][C:14]1[CH:22]=[C:21]([F:23])[CH:20]=[CH:19][C:15]=1[C:16](Cl)=[O:17].Br[CH:25]([CH2:30][CH3:31])[C:26]([O:28]C)=[O:27].COC1C=CC2N=C(N)SC=2C=1.ClC1C=C(C=CC=1)C(Cl)=O.BrCC(OCC)=O. (4) The reactants are: F[C:2]1[CH:7]=[C:6]([Br:8])[CH:5]=[CH:4][C:3]=1[N+:9]([O-:11])=[O:10].[CH3:12][O-:13].[Na+]. Given the product [Br:8][C:6]1[CH:5]=[CH:4][C:3]([N+:9]([O-:11])=[O:10])=[C:2]([O:13][CH3:12])[CH:7]=1, predict the reactants needed to synthesize it. (5) Given the product [ClH:1].[Cl:15][C:12]1[CH:13]=[CH:14][C:9]([NH:8][C:4]2[N:5]=[CH:6][N:7]=[C:2]([N:27]3[C:28]4[C:24](=[CH:23][CH:22]=[C:21]([S:18]([NH:17][CH3:16])(=[O:19])=[O:20])[CH:29]=4)[CH2:25][CH2:26]3)[CH:3]=2)=[CH:10][CH:11]=1, predict the reactants needed to synthesize it. The reactants are: [Cl:1][C:2]1[N:7]=[CH:6][N:5]=[C:4]([NH:8][C:9]2[CH:14]=[CH:13][C:12]([Cl:15])=[CH:11][CH:10]=2)[CH:3]=1.[CH3:16][NH:17][S:18]([C:21]1[CH:29]=[C:28]2[C:24]([CH2:25][CH2:26][NH:27]2)=[CH:23][CH:22]=1)(=[O:20])=[O:19]. (6) Given the product [C:1]1([C:19]2[CH:20]=[CH:21][CH:22]=[CH:23][CH:24]=2)[CH:2]=[CH:3][C:4]([C:7]([N:9]2[CH2:10][CH:11]([CH:13]3[CH2:18][CH2:17][NH:16][CH2:15][CH2:14]3)[CH2:12]2)=[O:8])=[CH:5][CH:6]=1, predict the reactants needed to synthesize it. The reactants are: [C:1]1([C:19]2[CH:24]=[CH:23][CH:22]=[CH:21][CH:20]=2)[CH:6]=[CH:5][C:4]([C:7]([N:9]2[CH2:12][CH:11]([C:13]3[CH:18]=[CH:17][N:16]=[CH:15][CH:14]=3)[CH2:10]2)=[O:8])=[CH:3][CH:2]=1.Cl. (7) Given the product [CH2:1]([C:3]1[CH:8]=[CH:7][C:6]([N+:9]([O-:11])=[O:10])=[CH:5][C:4]=1[NH2:12])[CH3:2], predict the reactants needed to synthesize it. The reactants are: [CH2:1]([C:3]1[CH:8]=[CH:7][C:6]([N+:9]([O-:11])=[O:10])=[CH:5][C:4]=1[N+:12]([O-])=O)[CH3:2]. (8) Given the product [CH3:1][C@H:2]1[C@@H:27]2[O:28][C@@:26]2([CH3:29])[C@@H:25]([O:30][C:31]([C@@H:33]([N:35]([C:37]([CH2:39][CH2:40][S:41][CH:62]2[C:63](=[O:64])[N:58]([CH2:57][CH:56]3[CH2:55][CH2:54][CH:53]([C:65]([O:67][N:68]4[C:73](=[O:74])[CH2:72][CH2:71][C:69]4=[O:70])=[O:66])[CH2:52][CH2:51]3)[C:59](=[O:60])[CH2:61]2)=[O:38])[CH3:36])[CH3:34])=[O:32])[CH2:24][C:22](=[O:23])[N:21]([CH3:42])[C:14]2=[C:15]([Cl:20])[C:16]([O:18][CH3:19])=[CH:17][C:12](=[CH:13]2)[CH2:11][C:10]([CH3:43])=[CH:9][CH:8]=[CH:7][C@@H:6]([O:44][CH3:45])[C@:5]2([OH:50])[NH:46][C:47]([O:49][C@H:3]1[CH2:4]2)=[O:48], predict the reactants needed to synthesize it. The reactants are: [CH3:1][C@H:2]1[C@@H:27]2[O:28][C@@:26]2([CH3:29])[C@@H:25]([O:30][C:31]([C@@H:33]([N:35]([C:37]([CH2:39][CH2:40][SH:41])=[O:38])[CH3:36])[CH3:34])=[O:32])[CH2:24][C:22](=[O:23])[N:21]([CH3:42])[C:14]2=[C:15]([Cl:20])[C:16]([O:18][CH3:19])=[CH:17][C:12](=[CH:13]2)[CH2:11][C:10]([CH3:43])=[CH:9][CH:8]=[CH:7][C@@H:6]([O:44][CH3:45])[C@:5]2([OH:50])[NH:46][C:47]([O:49][C@H:3]1[CH2:4]2)=[O:48].[CH2:51]1[CH:56]([CH2:57][N:58]2[C:63](=[O:64])[CH:62]=[CH:61][C:59]2=[O:60])[CH2:55][CH2:54][CH:53]([C:65]([O:67][N:68]2[C:73](=[O:74])[CH2:72][CH2:71][C:69]2=[O:70])=[O:66])[CH2:52]1.P([O-])([O-])([O-])=O.P([O-])([O-])([O-])=O.[K+].[K+].[K+].C(N(CC(O)=O)CC(O)=O)CN(CC(O)=O)CC(O)=O.